Dataset: Forward reaction prediction with 1.9M reactions from USPTO patents (1976-2016). Task: Predict the product of the given reaction. (1) Given the reactants [CH3:1][N:2]1[CH2:7][CH2:6][N:5]([C:8]2[CH:13]=[CH:12][C:11]([NH2:14])=[CH:10][CH:9]=2)[CH2:4][CH2:3]1.[O:15]1[C:20]2[CH:21]=[CH:22][CH:23]=[C:24]([C:25]3[N:33]4[C:28]([CH:29]=[N:30][C:31](S(C)=O)=[N:32]4)=[CH:27][CH:26]=3)[C:19]=2[O:18][CH2:17][CH2:16]1.C([O-])(=O)C.[K+].CS(C)=O, predict the reaction product. The product is: [O:15]1[C:20]2[CH:21]=[CH:22][CH:23]=[C:24]([C:25]3[N:33]4[C:28]([CH:29]=[N:30][C:31]([NH:14][C:11]5[CH:12]=[CH:13][C:8]([N:5]6[CH2:4][CH2:3][N:2]([CH3:1])[CH2:7][CH2:6]6)=[CH:9][CH:10]=5)=[N:32]4)=[CH:27][CH:26]=3)[C:19]=2[O:18][CH2:17][CH2:16]1. (2) Given the reactants [Br:1][C:2]1[CH:7]=[CH:6][C:5](/[C:8](/[CH3:13])=[C:9](\[CH3:12])/[CH2:10][OH:11])=[CH:4][CH:3]=1.[CH2:14]([O:16][C@@H](CC1C=CC(O)=CC=1)C(OCC)=O)[CH3:15], predict the reaction product. The product is: [Br:1][C:2]1[CH:3]=[CH:4][C:5](/[C:8](/[CH3:13])=[C:9](/[CH3:12])\[C:10]([O:16][CH2:14][CH3:15])=[O:11])=[CH:6][CH:7]=1.